Dataset: Full USPTO retrosynthesis dataset with 1.9M reactions from patents (1976-2016). Task: Predict the reactants needed to synthesize the given product. The reactants are: C(C([CH:10]1[CH2:14][C:13]2[CH:15]=[CH:16][CH:17]=[C:18]([C:19]3[CH:24]=[CH:23][C:22]([Cl:25])=[CH:21][C:20]=3[CH3:26])[C:12]=2[O:11]1)N)C1C=CC=CC=1.C(N(C(C)C)CC)(C)C.ClC(OCC1C=CC=CC=1)=O.[CH2:47]([O:54][C:55](=[O:72])[NH:56]CC1CC2C=CC=C(C3CCCC3)C=2O1)[C:48]1[CH:53]=[CH:52][CH:51]=[CH:50][CH:49]=1. Given the product [CH2:47]([O:54][C:55](=[O:72])[NH:56][CH:10]1[CH2:14][C:13]2[CH:15]=[CH:16][CH:17]=[C:18]([C:19]3[CH:24]=[CH:23][C:22]([Cl:25])=[CH:21][C:20]=3[CH3:26])[C:12]=2[O:11]1)[C:48]1[CH:53]=[CH:52][CH:51]=[CH:50][CH:49]=1, predict the reactants needed to synthesize it.